From a dataset of Reaction yield outcomes from USPTO patents with 853,638 reactions. Predict the reaction yield, written as a fraction of the theoretical maximum amount of product (1.0 means a 100% yield; for example, 0.34 means a 34% yield). (1) The yield is 0.760. The product is [Cl:24][C:10]1[N:9]=[C:8]([C:5]2[CH:6]=[CH:7][C:2]([F:1])=[CH:3][CH:4]=2)[C:13]([C:14]([O:16][CH3:17])=[O:15])=[C:12]([CH:18]([CH3:20])[CH3:19])[N:11]=1. The catalyst is CN(C)C=O. The reactants are [F:1][C:2]1[CH:7]=[CH:6][C:5]([C:8]2[C:13]([C:14]([O:16][CH3:17])=[O:15])=[C:12]([CH:18]([CH3:20])[CH3:19])[N:11]=[C:10](O)[N:9]=2)=[CH:4][CH:3]=1.S(Cl)([Cl:24])=O.C1(C)C=CC=CC=1.C(=O)([O-])O.[Na+]. (2) The catalyst is CN(C=O)C.O. The yield is 0.970. The product is [CH:1]1([C:7]2[C:15]3[CH:14]=[CH:13][C:12]([C:16]([O:18][CH3:19])=[O:17])=[CH:11][C:10]=3[N:9]3[CH2:41][C:36]([C:37]([O:39][CH3:40])=[O:38])=[CH:42][C:21]4[CH:22]=[C:23]([O:27][CH3:28])[CH:24]=[CH:25][C:26]=4[C:8]=23)[CH2:6][CH2:5][CH2:4][CH2:3][CH2:2]1. The reactants are [CH:1]1([C:7]2[C:15]3[C:10](=[CH:11][C:12]([C:16]([O:18][CH3:19])=[O:17])=[CH:13][CH:14]=3)[N:9]3C(O)[C:21]4[C:26]([C:8]=23)=[CH:25][CH:24]=[C:23]([O:27][CH3:28])[CH:22]=4)[CH2:6][CH2:5][CH2:4][CH2:3][CH2:2]1.COP([C:36](=[CH2:41])[C:37]([O:39][CH3:40])=[O:38])(OC)=O.[C:42](=O)([O-])[O-].[Cs+].[Cs+]. (3) The reactants are C([NH:5][S:6]([C:9]1[S:10][C:11]([C:14]2[N:15]=[CH:16][N:17]([C:19]3[N:24]=[C:23]([C:25]4[CH:30]=[CH:29][CH:28]=[C:27]([Cl:31])[CH:26]=4)[CH:22]=[C:21]([C:32]([F:35])([F:34])[F:33])[N:20]=3)[CH:18]=2)=[CH:12][CH:13]=1)(=[O:8])=[O:7])(C)(C)C.C(O)(C(F)(F)F)=O. The catalyst is ClCCl. The product is [Cl:31][C:27]1[CH:26]=[C:25]([C:23]2[CH:22]=[C:21]([C:32]([F:34])([F:33])[F:35])[N:20]=[C:19]([N:17]3[CH:18]=[C:14]([C:11]4[S:10][C:9]([S:6]([NH2:5])(=[O:8])=[O:7])=[CH:13][CH:12]=4)[N:15]=[CH:16]3)[N:24]=2)[CH:30]=[CH:29][CH:28]=1. The yield is 0.0500.